From a dataset of Experimentally validated miRNA-target interactions with 360,000+ pairs, plus equal number of negative samples. Binary Classification. Given a miRNA mature sequence and a target amino acid sequence, predict their likelihood of interaction. (1) The miRNA is mmu-miR-539-3p with sequence CAUACAAGGAUAAUUUCUUUUU. The protein sequence of the target gene is MAVDVKSRAKRYEKLDFLGEGQFATVYKARDKNTNQIVAIKKIKLGHRSEAKDGINRTALREIKLLQELSHPNIIGLLDAFGHKSNISLVFDFMETDLEVIIKDNSLVLTPSHIKAYMLMTLQGLEYLHQHWILHRDLKPNNLLLDENGVLKLADFGLAKSFGSPNRAYTHQVVTRWYRAPELLFGARMYGVGVDMWAVGCILAELLLRVPFLPGDSDLDQLTRIFETLGTPTEEQWPDMCSLPDYVTFKSFPGVPLQHIFIAAGDDLLELIQGLFLFNPCTRTTASQALKTKYFSNRPG.... Result: 1 (interaction). (2) The protein sequence of the target gene is MERECEESVVVAVVTEPRFTQRYRDYLEEQKLLDRLHRVAKLRDGAVALPVLAESLSEQHLQELRDRVAPGSTCVLTRLPDPLPSKKARVRSPAQILCLEVRRWVEDRGVTWSAELEADLPRSWQRHGDLMLLSEDCFQATLWKGLEPELWETVASALGVQRLAKRGRVLPDGTRTPSVTLLLGDHGWVEHMDNGIRYKFDVTQCMFSFGNITEKLRVASLSCAGEVLVDLYAGIGYFTLPFLVHAGAAFVHACEWNPHAVVALRNNLEINGVADRCQIHFGDNRKLKLSDIADRVNLGL.... Result: 0 (no interaction). The miRNA is hsa-miR-323b-5p with sequence AGGUUGUCCGUGGUGAGUUCGCA. (3) The miRNA is hsa-miR-6811-3p with sequence AGCCUGUGCUUGUCCCUGCAG. The protein sequence of the target gene is MGCFCAVPEEFYCEVLLLDESKLTLTTQQQGIKKSTKGSVVLDHVFRHINLVEIDYFGLRYCDRSHQTYWLDPAKTLAEHKELINTGPPYTLYFGIKFYAEDPCKLKEEITRYQFFLQVKQDALQGRLPCPVNIAAQMGAYAIQAELGDHDPYKHTAGYVSEYRFVPDQKEELEEAIERIHKTLMGQAPSEAELNYLRTAKSLEMYGVDLHPVYGENKSEYFLGLTPSGVVVYKNKKQVGKYFWPRITKVHFKETQFELRVLGKDCNETSFFFEARSKTACKHLWKCSVEHHTFFRMPDT.... Result: 0 (no interaction). (4) The miRNA is hsa-miR-4277 with sequence GCAGUUCUGAGCACAGUACAC. The protein sequence of the target gene is MAGRGFSWGPGHLNEDNARFLLLAALIVLYLLGGAAVFSALELAHERQAKQRWEERLANFSRGHNLSRDELRGFLRHYEEATRAGIRVDNVRPRWDFTGAFYFVGTVVSTIGFGMTTPATVGGKIFLIFYGLVGCSSTILFFNLFLERLITIIAYIMKSCHQRQLRRRGALPQESLKDAGQCEVDSLAGWKPSVYYVMLILCTASILISCCASAMYTPIEGWSYFDSLYFCFVAFSTIGFGDLVSSQNAHYESQGLYRFANFVFILMGVCCIYSLFNVISILIKQSLNWILRKMDSGCCP.... Result: 0 (no interaction). (5) The miRNA is mmu-miR-3473d with sequence CCACUGAGCCACUUUCCAGCCCUU. The protein sequence of the target gene is MSSPQRRKAMPWALSLLLMGFQLLVTYAWCSEEEMGGNNKIVQDPMFLATVEFALNTFNVQSKEEHAYRLLRVLSSWREDSMDRKWRGKMVFSMNLQLRQTVCRKFEDDIDNCPFQESLELNNVRQGISFPQVHSCGCCMGCGVGTGAADKAIPRDKGK. Result: 0 (no interaction). (6) The miRNA is hsa-miR-1225-3p with sequence UGAGCCCCUGUGCCGCCCCCAG. The protein sequence of the target gene is MAATFFGEVVKAPCRAGTEDEEEEEEGRRETPEDREVRLQLARKREVRLLRRQTKTSLEVSLLEKYPCSKFIIAIGNNAVAFLSSFVMNSGVWEEVGCAKLWNEWCRTTDTTHLSSTEAFCVFYHLKSNPSVFLCQCSCYVAEDQQYQWLEKVFGSCPRKNMQITILTCRHVTDYKTSESTGSLPSPFLRALKTQNFKDSACCPLLEQPNIVHDLPAAVLSYCQVWKIPAILYLCYTDVMKLDLITVEAFKPILSTRSLKGLVKNIPQSTEILKKLMTTNEIQSNIYT. Result: 1 (interaction). (7) The miRNA is hsa-miR-6069 with sequence GGGCUAGGGCCUGCUGCCCCC. The protein sequence of the target gene is MPFLGQDWRSPGQSWVKTADGWKRFLDEKSGSFVSDLSSYCNKEVYSKENLFSSLNYDVAAKKRKKDIQNSKTKTQYFHQEKWIYVHKGSTKERHGYCTLGEAFNRLDFSTAILDSRRFNYVVRLLELIAKSQLTSLSGIAQKNFMNILEKVVLKVLEDQQNIRLIRELLQTLYTSLCTLVQRVGKSVLVGNINMWVYRMETILHWQQQLNSIQISRPAFKGLTITDLPVCLQLNIMQRLSDGRDLVSLGQAAPDLHVLSEDRLLWKRLCQYHFSERQIRKRLILSDKGQLDWKKMYFKL.... Result: 0 (no interaction). (8) The protein sequence of the target gene is MEVVEAAAAQLETLKFNGTDFGVGEGPAAPSPGSAPVPGTQPPLQSFEGSPDAGQTVEVKPAGEQPLQPVLNAVAAGTPAPQPQPPAESPACGDCVTSPGAAEPARAPDSLETSDSDSDSDSETDSDSSSSSSSSSSSSSSSSSSCISLPPVLSDGDDDLQIEKENKNFPLKTKDELLLNELPSVEELTIILPEDIELKPLGMVSSIIEQLVIIESMTNLPPVNEETVIFKSDRQAAGKIFEIFGPVAHPFYVLRFNSSDHIESKGIKIKETMYFAPSMKDFTQYIFTEKLKQDKGSDAS.... The miRNA is mmu-miR-5046 with sequence AGCUCCCGCCACUGUGACCCCCUU. Result: 0 (no interaction). (9) The miRNA is hsa-miR-5186 with sequence AGAGAUUGGUAGAAAUCAGGU. The protein sequence of the target gene is MAEGSRGGPTCSGVGGRQDPVSGSGGCNFPEYELPELNTRAFHVGAFGELWRGRLRGAGDLSLREPPASALPGSQAADSDREDAAVARDLDCSLEAAAELRAVCGLDKLKCLEDGEDPEVIPENTDLVTLGVRKRFLEHREETITIDRACRQETFVYEMESHAIGKKPENSADMIEEGELILSVNILYPVIFHKHKEHKPYQTMLVLGSQKLTQLRDSIRCVSDLQIGGEFSNTPDQAPEHISKDLYKSAFFYFEGTFYNDKRYPECRDLSRTIIEWSESHDRGYGKFQTARMEDFTFND.... Result: 1 (interaction).